Dataset: Forward reaction prediction with 1.9M reactions from USPTO patents (1976-2016). Task: Predict the product of the given reaction. (1) Given the reactants [CH3:1][O:2][C:3](=[O:11])[C:4]1[CH:9]=[CH:8][CH:7]=[CH:6][C:5]=1[CH3:10].[Br:12]N1C(=O)CCC1=O.N(C1(C#N)CCCCC1)=NC1(C#N)CCCCC1, predict the reaction product. The product is: [CH3:1][O:2][C:3](=[O:11])[C:4]1[CH:9]=[CH:8][CH:7]=[CH:6][C:5]=1[CH2:10][Br:12]. (2) Given the reactants [Cl:1][C:2]1[CH:3]=[C:4]([C:12]2[S:16][N:15]=[C:14]([C:17]3[CH:22]=[CH:21][CH:20]=[C:19](/[CH:23]=[CH:24]/[O:25]C)[C:18]=3[CH2:27][CH3:28])[N:13]=2)[CH:5]=[CH:6][C:7]=1[O:8][CH:9]([CH3:11])[CH3:10], predict the reaction product. The product is: [Cl:1][C:2]1[CH:3]=[C:4]([C:12]2[S:16][N:15]=[C:14]([C:17]3[C:18]([CH2:27][CH3:28])=[C:19]([CH2:23][CH:24]=[O:25])[CH:20]=[CH:21][CH:22]=3)[N:13]=2)[CH:5]=[CH:6][C:7]=1[O:8][CH:9]([CH3:11])[CH3:10]. (3) The product is: [OH:1][C:2]1[C:3]([I:12])=[C:4]2[C:9](=[CH:10][CH:11]=1)[N:8]=[CH:7][CH:6]=[CH:5]2. Given the reactants [OH:1][C:2]1[CH:3]=[C:4]2[C:9](=[CH:10][CH:11]=1)[N:8]=[CH:7][CH:6]=[CH:5]2.[I:12]I, predict the reaction product. (4) Given the reactants [CH2:1]([O:8][C:9]([N:11]1[CH2:15][CH2:14][CH2:13][C@H:12]1[C:16](=[O:35])[NH:17][C:18]1[S:19][C:20](C2C=CC=C(C(=O)NC3CC3)C=2)=[CH:21][N:22]=1)=[O:10])[C:2]1[CH:7]=[CH:6][CH:5]=[CH:4][CH:3]=1.[CH3:36][O:37][C:38]([C:40]1[O:41][C:42](C2N=C(N)SC=2)=[CH:43][CH:44]=1)=[O:39].CN(C(ON1N=NC2C=CC=NC1=2)=[N+](C)C)C.F[P-](F)(F)(F)(F)F.CCN(C(C)C)C(C)C.C(OC(N1CCC[C@H]1C(O)=O)=O)C1C=CC=CC=1, predict the reaction product. The product is: [CH2:1]([O:8][C:9]([N:11]1[CH2:15][CH2:14][CH2:13][C@H:12]1[C:16](=[O:35])[NH:17][C:18]1[S:19][CH:20]=[C:21]([C:42]2[O:41][C:40]([C:38]([O:37][CH3:36])=[O:39])=[CH:44][CH:43]=2)[N:22]=1)=[O:10])[C:2]1[CH:7]=[CH:6][CH:5]=[CH:4][CH:3]=1. (5) Given the reactants [CH3:1][C@@:2]1([OH:41])[C@H:6]([O:7]CC2C=CC(Cl)=CC=2Cl)[C@@H:5]([CH2:17][O:18]CC2C=CC(Cl)=CC=2Cl)[O:4][C@H:3]1[N:28]1[CH:40]=[C:32]2[CH2:33][CH2:34][C:35]3[O:36][NH:37][N:38]=[CH:39][C:30]([C:31]=32)=[N:29]1.B(Cl)(Cl)Cl, predict the reaction product. The product is: [CH3:1][C@@:2]1([OH:41])[C@H:6]([OH:7])[C@@H:5]([CH2:17][OH:18])[O:4][C@H:3]1[N:28]1[CH:40]=[C:32]2[CH2:33][CH2:34][C:35]3[O:36][NH:37][N:38]=[CH:39][C:30]([C:31]=32)=[N:29]1.